This data is from Forward reaction prediction with 1.9M reactions from USPTO patents (1976-2016). The task is: Predict the product of the given reaction. (1) Given the reactants FC(F)(F)C(O)=O.[Br:8][C:9]1[CH:10]=[C:11]2[C:16](=[CH:17][CH:18]=1)[N:15]=[C:14](I)[N:13]=[CH:12]2.[NH2:20][C:21]1[CH:26]=[CH:25][CH:24]=[CH:23][CH:22]=1, predict the reaction product. The product is: [Br:8][C:9]1[CH:10]=[C:11]2[C:16](=[CH:17][CH:18]=1)[N:15]=[C:14]([NH:20][C:21]1[CH:26]=[CH:25][CH:24]=[CH:23][CH:22]=1)[N:13]=[CH:12]2. (2) Given the reactants [I:1][C:2]1[C:3]2[C:4](=[CH:8][NH:9][N:10]=2)[N:5]=[CH:6][CH:7]=1.I[CH3:12].[C:13](=O)([O-])[O-].[Cs+].[Cs+], predict the reaction product. The product is: [I:1][C:2]1[C:3]2[C:4](=[CH:8][N:9]([CH3:13])[N:10]=2)[N:5]=[CH:6][CH:7]=1.[I:1][C:2]1[CH:7]=[CH:6][N:5]=[C:4]2[CH:8]=[N:9][N:10]([CH3:12])[C:3]=12. (3) Given the reactants [CH:1]1[C:10]2[C:5](=[CH:6][CH:7]=[CH:8][CH:9]=2)[CH:4]=[CH:3][C:2]=1[C:11]([NH2:13])=[NH:12].[Cl:14][C:15]1[CH:26]=[C:25]([Cl:27])[CH:24]=[CH:23][C:16]=1[CH:17]=[C:18]([C:21]#[N:22])[C:19]#[N:20], predict the reaction product. The product is: [NH2:22][CH2:21][C:18]1[C:19]([NH2:20])=[N:12][C:11]([C:2]2[CH:3]=[CH:4][C:5]3[C:10](=[CH:9][CH:8]=[CH:7][CH:6]=3)[CH:1]=2)=[N:13][C:17]=1[C:16]1[CH:23]=[CH:24][C:25]([Cl:27])=[CH:26][C:15]=1[Cl:14]. (4) Given the reactants CS(O[CH2:6][CH2:7][C@@:8]1([C:31]2[CH:36]=[CH:35][C:34]([F:37])=[CH:33][CH:32]=2)[O:13][C:12](=[O:14])[N:11]([C@H:15]([C:17]2[CH:22]=[CH:21][C:20]([C:23]3[CH:28]=[CH:27][C:26]([F:29])=[CH:25][C:24]=3[F:30])=[CH:19][CH:18]=2)[CH3:16])[CH2:10][CH2:9]1)(=O)=O.[NH2:38][CH2:39][CH2:40][OH:41], predict the reaction product. The product is: [F:30][C:24]1[CH:25]=[C:26]([F:29])[CH:27]=[CH:28][C:23]=1[C:20]1[CH:21]=[CH:22][C:17]([C@@H:15]([N:11]2[CH2:10][CH2:9][C@@:8]([C:31]3[CH:32]=[CH:33][C:34]([F:37])=[CH:35][CH:36]=3)([CH2:7][CH2:6][NH:38][CH2:39][CH2:40][OH:41])[O:13][C:12]2=[O:14])[CH3:16])=[CH:18][CH:19]=1. (5) Given the reactants [NH2:1][C:2]1[N:10]=[CH:9][C:8]([Cl:11])=[CH:7][C:3]=1[C:4]([NH2:6])=[O:5].[Br:12][CH2:13][C:14]1[CH:15]=[C:16]([CH:21]=[C:22]([Cl:24])[CH:23]=1)[C:17]([NH:19][CH3:20])=[O:18], predict the reaction product. The product is: [BrH:12].[Cl:11][C:8]1[CH:7]=[C:3]([C:4]([NH2:6])=[O:5])[C:2](=[NH:1])[N:10]([CH2:13][C:14]2[CH:15]=[C:16]([C:17]([NH:19][CH3:20])=[O:18])[CH:21]=[C:22]([Cl:24])[CH:23]=2)[CH:9]=1. (6) Given the reactants [N:1]1([CH2:6][CH2:7][CH2:8][C:9]2[CH:10]=[C:11]([OH:15])[CH:12]=[CH:13][CH:14]=2)[CH:5]=[CH:4][N:3]=[N:2]1.[H-].[Na+].Cl[CH2:19][C:20]1[N:21]=[C:22](/[CH:25]=[CH:26]/[C:27]2[CH:32]=[CH:31][C:30]([F:33])=[CH:29][C:28]=2[F:34])[O:23][CH:24]=1, predict the reaction product. The product is: [F:34][C:28]1[CH:29]=[C:30]([F:33])[CH:31]=[CH:32][C:27]=1/[CH:26]=[CH:25]/[C:22]1[O:23][CH:24]=[C:20]([CH2:19][O:15][C:11]2[CH:10]=[C:9]([CH2:8][CH2:7][CH2:6][N:1]3[CH:5]=[CH:4][N:3]=[N:2]3)[CH:14]=[CH:13][CH:12]=2)[N:21]=1. (7) Given the reactants [OH:1][C:2]1[CH:3]=[C:4]2[C:9](=[CH:10][CH:11]=1)[C:8](=[O:12])[CH2:7][CH2:6][CH2:5]2.CCN(CC)CC.[F:20][C:21]([F:34])([F:33])[S:22](O[S:22]([C:21]([F:34])([F:33])[F:20])(=[O:24])=[O:23])(=[O:24])=[O:23].C([O-])(O)=O.[Na+], predict the reaction product. The product is: [F:20][C:21]([F:34])([F:33])[S:22]([O:1][C:2]1[CH:11]=[CH:10][C:9]2[C:8](=[O:12])[CH2:7][CH2:6][CH2:5][C:4]=2[CH:3]=1)(=[O:24])=[O:23]. (8) Given the reactants [CH2:1]([O:8][C:9]([NH:11][C@@H:12]([CH2:17][O:18][CH2:19][C@H:20]([O:29][CH2:30][C:31]([CH3:33])=[CH2:32])[C@@H:21]([O:24][CH2:25][C:26]([CH3:28])=[CH2:27])[CH2:22][OH:23])[C:13]([O:15][CH3:16])=[O:14])=[O:10])[C:2]1[CH:7]=[CH:6][CH:5]=[CH:4][CH:3]=1, predict the reaction product. The product is: [CH2:1]([O:8][C:9]([NH:11][C@@H:12]([CH2:17][O:18][CH2:19][C@H:20]([O:29][CH2:30][C:31]([CH3:33])=[CH2:32])[C@@H:21]([O:24][CH2:25][C:26]([CH3:28])=[CH2:27])[CH:22]=[O:23])[C:13]([O:15][CH3:16])=[O:14])=[O:10])[C:2]1[CH:7]=[CH:6][CH:5]=[CH:4][CH:3]=1. (9) Given the reactants [N:1]12[CH2:8][CH2:7][CH:4]([CH2:5][CH2:6]1)[CH:3]([O:9][C:10](=[O:22])[NH:11][C:12]([C:15]1[CH:20]=[CH:19][CH:18]=[C:17](Br)[CH:16]=1)([CH3:14])[CH3:13])[CH2:2]2.[CH3:23][CH:24]([CH3:29])[CH2:25]B(O)O, predict the reaction product. The product is: [CH3:23][CH:24]([CH3:29])[CH2:25][C:17]1[CH:16]=[C:15]([C:12]([NH:11][C:10](=[O:22])[O:9][CH:3]2[CH:4]3[CH2:7][CH2:8][N:1]([CH2:6][CH2:5]3)[CH2:2]2)([CH3:14])[CH3:13])[CH:20]=[CH:19][CH:18]=1. (10) Given the reactants C(O)(C)C.[CH2:5]([O:12][C:13]1[CH:18]=[C:17]([C:19]([F:22])([F:21])[F:20])[C:16]([N+:23]([O-])=O)=[C:15]([C:26]([F:29])([F:28])[F:27])[CH:14]=1)[C:6]1[CH:11]=[CH:10][CH:9]=[CH:8][CH:7]=1.S(S([O-])=O)([O-])=O.[Na+].[Na+], predict the reaction product. The product is: [CH2:5]([O:12][C:13]1[CH:14]=[C:15]([C:26]([F:27])([F:28])[F:29])[C:16]([NH2:23])=[C:17]([C:19]([F:20])([F:21])[F:22])[CH:18]=1)[C:6]1[CH:7]=[CH:8][CH:9]=[CH:10][CH:11]=1.